Predict the reactants needed to synthesize the given product. From a dataset of Full USPTO retrosynthesis dataset with 1.9M reactions from patents (1976-2016). (1) Given the product [NH2:1][C:2]1[N:3]=[C:4]2[C:5]([N:25]=[C:32]([C:31]3[CH:34]=[CH:35][C:28]([F:27])=[CH:29][CH:30]=3)[NH:26]2)=[C:6]([N:8]2[CH2:9][CH2:10][N:11]([C:14](=[O:24])[CH2:15][O:16][C:17]3[CH:18]=[CH:19][C:20]([Cl:23])=[CH:21][CH:22]=3)[CH2:12][CH2:13]2)[N:7]=1, predict the reactants needed to synthesize it. The reactants are: [NH2:1][C:2]1[N:7]=[C:6]([N:8]2[CH2:13][CH2:12][N:11]([C:14](=[O:24])[CH2:15][O:16][C:17]3[CH:22]=[CH:21][C:20]([Cl:23])=[CH:19][CH:18]=3)[CH2:10][CH2:9]2)[C:5]([NH2:25])=[C:4]([NH2:26])[N:3]=1.[F:27][C:28]1[CH:35]=[CH:34][C:31]([CH:32]=O)=[CH:30][CH:29]=1. (2) Given the product [OH:44][C:38]([C:40]([F:43])([F:42])[F:41])=[O:39].[OH:44][C:38]([C:40]([F:43])([F:42])[F:41])=[O:39].[CH3:13][NH:14][C:15]1[N:20]=[C:19]([C:21]2[C:22]([O:27][C:28]3[CH:33]=[CH:32][C:31]([NH:34][C:35]([NH2:37])=[NH:36])=[CH:30][CH:29]=3)=[N:23][CH:24]=[CH:25][CH:26]=2)[CH:18]=[CH:17][N:16]=1, predict the reactants needed to synthesize it. The reactants are: C(N(C(C)(C)C)C(=O)O)(C)(C)C.[CH3:13][NH:14][C:15]1[N:20]=[C:19]([C:21]2[C:22]([O:27][C:28]3[CH:33]=[CH:32][C:31]([NH:34][C:35]([NH2:37])=[NH:36])=[CH:30][CH:29]=3)=[N:23][CH:24]=[CH:25][CH:26]=2)[CH:18]=[CH:17][N:16]=1.[C:38]([OH:44])([C:40]([F:43])([F:42])[F:41])=[O:39]. (3) Given the product [CH2:1]([O:3][C:4]([C@H:6]1[C@H:10]([CH2:11][NH:23][CH:20]([CH3:22])[CH3:21])[CH2:9][N:8]([C:13]([O:15][C:16]([CH3:19])([CH3:18])[CH3:17])=[O:14])[CH2:7]1)=[O:5])[CH3:2], predict the reactants needed to synthesize it. The reactants are: [CH2:1]([O:3][C:4]([C@H:6]1[C@H:10]([CH:11]=O)[CH2:9][N:8]([C:13]([O:15][C:16]([CH3:19])([CH3:18])[CH3:17])=[O:14])[CH2:7]1)=[O:5])[CH3:2].[CH:20]([NH2:23])([CH3:22])[CH3:21].[BH-](OC(C)=O)(OC(C)=O)OC(C)=O.[Na+]. (4) Given the product [CH3:19][N:20]1[C:28]2[C:23](=[C:24]([NH:29][C:2](=[S:3])[NH:1][C:4]3[CH:5]=[C:6]([S:15]([NH2:18])(=[O:17])=[O:16])[CH:7]=[CH:8][C:9]=3[O:10][C:11]([F:12])([F:14])[F:13])[CH:25]=[CH:26][CH:27]=2)[CH:22]=[CH:21]1, predict the reactants needed to synthesize it. The reactants are: [N:1]([C:4]1[CH:5]=[C:6]([S:15]([NH2:18])(=[O:17])=[O:16])[CH:7]=[CH:8][C:9]=1[O:10][C:11]([F:14])([F:13])[F:12])=[C:2]=[S:3].[CH3:19][N:20]1[C:28]2[C:23](=[C:24]([NH2:29])[CH:25]=[CH:26][CH:27]=2)[CH:22]=[CH:21]1.COC1C=CN=CC=1NC(NC1C2N=CN(C)C=2C=CC=1)=S.